Dataset: Peptide-MHC class I binding affinity with 185,985 pairs from IEDB/IMGT. Task: Regression. Given a peptide amino acid sequence and an MHC pseudo amino acid sequence, predict their binding affinity value. This is MHC class I binding data. (1) The peptide sequence is KINEMVDELV. The MHC is HLA-A68:02 with pseudo-sequence HLA-A68:02. The binding affinity (normalized) is 0.214. (2) The peptide sequence is RTFGCSWEF. The MHC is HLA-B07:02 with pseudo-sequence HLA-B07:02. The binding affinity (normalized) is 0.0847.